The task is: Predict the product of the given reaction.. This data is from Forward reaction prediction with 1.9M reactions from USPTO patents (1976-2016). Given the reactants [CH2:1]([O:4][C:5]([NH:7][C:8]1([C:11]2[CH:19]=[CH:18][C:14]([C:15](O)=O)=[CH:13][CH:12]=2)[CH2:10][CH2:9]1)=[O:6])[CH:2]=[CH2:3].CN(C([O:27]N1N=NC2C=CC=CC1=2)=[N+](C)C)C.[B-](F)(F)(F)F.[O:42]1[C:50]2[C:45](=C[CH:47]=[CH:48][CH:49]=2)[CH2:44][C:43]1=[O:51].[H-].[Na+].CN([CH:57]=[O:58])C, predict the reaction product. The product is: [OH:27][C:47]1[CH:48]=[CH:49][C:50]2[O:42][C:43](=[O:51])[C:44](=[CH:15][C:14]3[CH:18]=[CH:19][C:11]([C:8]4([NH:7][C:5](=[O:6])[O:4][CH2:1][CH:2]=[CH2:3])[CH2:10][CH2:9]4)=[CH:12][CH:13]=3)[C:45]=2[C:57]=1[OH:58].